This data is from NCI-60 drug combinations with 297,098 pairs across 59 cell lines. The task is: Regression. Given two drug SMILES strings and cell line genomic features, predict the synergy score measuring deviation from expected non-interaction effect. (1) Drug 1: CCCCC(=O)OCC(=O)C1(CC(C2=C(C1)C(=C3C(=C2O)C(=O)C4=C(C3=O)C=CC=C4OC)O)OC5CC(C(C(O5)C)O)NC(=O)C(F)(F)F)O. Drug 2: COCCOC1=C(C=C2C(=C1)C(=NC=N2)NC3=CC=CC(=C3)C#C)OCCOC.Cl. Cell line: NCI-H522. Synergy scores: CSS=46.0, Synergy_ZIP=-0.199, Synergy_Bliss=1.80, Synergy_Loewe=-0.127, Synergy_HSA=2.83. (2) Synergy scores: CSS=22.5, Synergy_ZIP=-3.63, Synergy_Bliss=1.59, Synergy_Loewe=-5.07, Synergy_HSA=6.44. Cell line: MDA-MB-231. Drug 1: CCC1(C2=C(COC1=O)C(=O)N3CC4=CC5=C(C=CC(=C5CN(C)C)O)N=C4C3=C2)O.Cl. Drug 2: C1C(C(OC1N2C=NC(=NC2=O)N)CO)O. (3) Drug 1: CCCS(=O)(=O)NC1=C(C(=C(C=C1)F)C(=O)C2=CNC3=C2C=C(C=N3)C4=CC=C(C=C4)Cl)F. Drug 2: CC12CCC3C(C1CCC2=O)CC(=C)C4=CC(=O)C=CC34C. Cell line: LOX IMVI. Synergy scores: CSS=53.9, Synergy_ZIP=1.95, Synergy_Bliss=-0.784, Synergy_Loewe=1.14, Synergy_HSA=1.90. (4) Drug 1: C1=CC(=CC=C1CC(C(=O)O)N)N(CCCl)CCCl.Cl. Drug 2: C1=CN(C=N1)CC(O)(P(=O)(O)O)P(=O)(O)O. Cell line: SF-539. Synergy scores: CSS=5.70, Synergy_ZIP=-7.28, Synergy_Bliss=-11.4, Synergy_Loewe=-15.9, Synergy_HSA=-11.7. (5) Drug 1: CN1CCC(CC1)COC2=C(C=C3C(=C2)N=CN=C3NC4=C(C=C(C=C4)Br)F)OC. Drug 2: C(=O)(N)NO. Cell line: COLO 205. Synergy scores: CSS=8.65, Synergy_ZIP=-0.635, Synergy_Bliss=0.262, Synergy_Loewe=-8.51, Synergy_HSA=-7.25. (6) Drug 1: C1=CC(=CC=C1CCC2=CNC3=C2C(=O)NC(=N3)N)C(=O)NC(CCC(=O)O)C(=O)O. Drug 2: C(=O)(N)NO. Cell line: SR. Synergy scores: CSS=39.0, Synergy_ZIP=0.768, Synergy_Bliss=-2.32, Synergy_Loewe=-12.3, Synergy_HSA=-0.908. (7) Drug 1: C1CN1P(=S)(N2CC2)N3CC3. Drug 2: C1=CC=C(C(=C1)C(C2=CC=C(C=C2)Cl)C(Cl)Cl)Cl. Synergy scores: CSS=2.94, Synergy_ZIP=-2.66, Synergy_Bliss=0.992, Synergy_Loewe=-1.83, Synergy_HSA=0.890. Cell line: SNB-75. (8) Synergy scores: CSS=27.3, Synergy_ZIP=4.14, Synergy_Bliss=4.19, Synergy_Loewe=-1.54, Synergy_HSA=3.06. Drug 2: CC1C(C(CC(O1)OC2CC(CC3=C2C(=C4C(=C3O)C(=O)C5=C(C4=O)C(=CC=C5)OC)O)(C(=O)CO)O)N)O.Cl. Cell line: A549. Drug 1: CS(=O)(=O)CCNCC1=CC=C(O1)C2=CC3=C(C=C2)N=CN=C3NC4=CC(=C(C=C4)OCC5=CC(=CC=C5)F)Cl. (9) Drug 1: CN(C(=O)NC(C=O)C(C(C(CO)O)O)O)N=O. Drug 2: C1CNP(=O)(OC1)N(CCCl)CCCl. Cell line: MALME-3M. Synergy scores: CSS=-1.29, Synergy_ZIP=0.535, Synergy_Bliss=-0.558, Synergy_Loewe=-4.42, Synergy_HSA=-4.01.